This data is from Catalyst prediction with 721,799 reactions and 888 catalyst types from USPTO. The task is: Predict which catalyst facilitates the given reaction. (1) Reactant: C(Cl)(=O)C([Cl:4])=O.[CH3:7][NH:8][C:9]([C:11]12[CH2:18][CH2:17][C:14]([CH2:19][CH2:20][CH2:21][CH2:22][CH3:23])([CH2:15][CH2:16]1)[CH2:13][CH2:12]2)=O. Product: [CH3:7][N:8]=[C:9]([Cl:4])[C:11]12[CH2:18][CH2:17][C:14]([CH2:19][CH2:20][CH2:21][CH2:22][CH3:23])([CH2:15][CH2:16]1)[CH2:13][CH2:12]2. The catalyst class is: 2. (2) Reactant: C(N(C(C)C)C(C)C)C.[F:10][CH:11]([F:44])[CH2:12][NH:13][C:14]1[N:19]=[C:18]2[O:20][C:21]([C:27]3[CH:32]=[CH:31][C:30]([F:33])=[CH:29][CH:28]=3)=[C:22]([C:23](=[O:26])[NH:24][CH3:25])[C:17]2=[CH:16][C:15]=1[C:34]1[CH:35]=[CH:36][C:37]([F:43])=[C:38]([CH:42]=1)[C:39](O)=[O:40].CN(C(ON1N=[N:60][C:55]2[CH:56]=[CH:57][CH:58]=N[C:54]1=2)=[N+](C)C)C.F[P-](F)(F)(F)(F)F.C12(N)CC(C1)C2. Product: [C:55]12([NH:60][C:39]([C:38]3[CH:42]=[C:34]([C:15]4[CH:16]=[C:17]5[C:22]([C:23]([NH:24][CH3:25])=[O:26])=[C:21]([C:27]6[CH:32]=[CH:31][C:30]([F:33])=[CH:29][CH:28]=6)[O:20][C:18]5=[N:19][C:14]=4[NH:13][CH2:12][CH:11]([F:44])[F:10])[CH:35]=[CH:36][C:37]=3[F:43])=[O:40])[CH2:58][CH:57]([CH2:56]1)[CH2:54]2. The catalyst class is: 3. (3) Reactant: [OH-].[Na+].[N+:3]([C:6]1[CH:7]=[C:8]2[C:12](=[CH:13][CH:14]=1)[NH:11][N:10]=[CH:9]2)([O-:5])=[O:4].[O-][Cl:16].[Na+].Cl. Product: [Cl:16][C:9]1[C:8]2[C:12](=[CH:13][CH:14]=[C:6]([N+:3]([O-:5])=[O:4])[CH:7]=2)[NH:11][N:10]=1. The catalyst class is: 6.